The task is: Predict the reactants needed to synthesize the given product.. This data is from Full USPTO retrosynthesis dataset with 1.9M reactions from patents (1976-2016). (1) Given the product [N:13]1[C:14]2[C:19](=[CH:18][CH:17]=[CH:16][CH:15]=2)[CH:20]=[CH:22][C:23]=1[CH2:24][C:25]([OH:27])=[O:26], predict the reactants needed to synthesize it. The reactants are: CN(C1C=CC=CN=1)C.C(C1C=[CH:20][C:19]2[C:14](=[CH:15][CH:16]=[CH:17][CH:18]=2)[N:13]=1)=C.[C:22]1(=O)[O:27][C:25](=[O:26])[CH2:24][CH2:23]1.O. (2) Given the product [S:16]1[CH:17]=[CH:18][C:14]([C:27]2[CH:33]=[CH:32][C:30]([NH2:31])=[CH:29][CH:28]=2)=[CH:15]1, predict the reactants needed to synthesize it. The reactants are: C(=O)([O-])[O-].[Na+].[Na+].COCCOC.Br[C:14]1[CH:18]=[CH:17][S:16][CH:15]=1.CC1(C)C(C)(C)OB([C:27]2[CH:33]=[CH:32][C:30]([NH2:31])=[CH:29][CH:28]=2)O1. (3) Given the product [F:1][C:2]1[CH:7]=[CH:6][C:5]([C:8]2[CH:13]=[CH:12][CH:11]=[C:10]([F:14])[CH:9]=2)=[CH:4][C:3]=1[CH2:15][NH:16][C:17]1[CH:18]=[C:19]([CH:20]=[CH:21][CH:22]=1)[O:23][CH2:31][C:32]([O:34][CH2:35][CH3:36])=[O:33], predict the reactants needed to synthesize it. The reactants are: [F:1][C:2]1[CH:7]=[CH:6][C:5]([C:8]2[CH:13]=[CH:12][CH:11]=[C:10]([F:14])[CH:9]=2)=[CH:4][C:3]=1[CH2:15][NH:16][C:17]1[CH:18]=[C:19]([OH:23])[CH:20]=[CH:21][CH:22]=1.CC([O-])(C)C.[K+].Br[CH2:31][C:32]([O:34][CH2:35][CH3:36])=[O:33]. (4) Given the product [CH3:1][O:2][C:3]1[CH:4]=[C:5]2[C:6](=[CH:7][CH:8]=1)[CH2:12][O:11][CH2:10][C:9]2([CH3:16])[CH3:15], predict the reactants needed to synthesize it. The reactants are: [CH3:1][O:2][C:3]1[CH:8]=[CH:7][CH:6]=[C:5]([C:9]([CH3:16])([CH3:15])[CH2:10][O:11][CH2:12]OC)[CH:4]=1.O. (5) Given the product [F:11][C:10]1[C:2]([NH:1][C:17]([NH2:18])=[O:16])=[C:3]([CH:7]=[C:8]([O:14][CH3:15])[C:9]=1[O:12][CH3:13])[C:4]([NH2:6])=[O:5], predict the reactants needed to synthesize it. The reactants are: [NH2:1][C:2]1[C:10]([F:11])=[C:9]([O:12][CH3:13])[C:8]([O:14][CH3:15])=[CH:7][C:3]=1[C:4]([NH2:6])=[O:5].[O-:16][C:17]#[N:18].[Na+].